This data is from Reaction yield outcomes from USPTO patents with 853,638 reactions. The task is: Predict the reaction yield, written as a fraction of the theoretical maximum amount of product (1.0 means a 100% yield; for example, 0.34 means a 34% yield). (1) The reactants are CCN(C(C)C)C(C)C.[Li]CCCC.CN(P(N(C)C)(N(C)C)=O)C.[O:26]1[CH2:31][CH2:30][CH:29]=[C:28]([C:32]([O:34][CH2:35][C:36]2[CH:41]=[CH:40][CH:39]=[CH:38][CH:37]=2)=[O:33])[CH2:27]1.Cl[CH2:43][O:44][CH2:45][C:46]1[CH:51]=[CH:50][CH:49]=[CH:48][CH:47]=1. The catalyst is C1COCC1.CCOC(C)=O. The product is [CH2:45]([O:44][CH2:43][C:28]1([C:32]([O:34][CH2:35][C:36]2[CH:41]=[CH:40][CH:39]=[CH:38][CH:37]=2)=[O:33])[CH:29]=[CH:30][CH2:31][O:26][CH2:27]1)[C:46]1[CH:51]=[CH:50][CH:49]=[CH:48][CH:47]=1. The yield is 0.680. (2) The product is [Cl:24][C:11]1[O:12][C:8]([C:5]2[CH:6]=[CH:7][C:2]([Cl:1])=[CH:3][CH:4]=2)=[CH:9][N:10]=1. The yield is 0.130. The reactants are [Cl:1][C:2]1[CH:7]=[CH:6][C:5]([C:8]2[O:12][C:11](S)=[N:10][CH:9]=2)=[CH:4][CH:3]=1.C(N(CC)CC)C.O.P(Cl)(Cl)([Cl:24])=O. No catalyst specified.